This data is from Forward reaction prediction with 1.9M reactions from USPTO patents (1976-2016). The task is: Predict the product of the given reaction. (1) Given the reactants [Li]CCCC.[CH2:6]([N:10]1[CH:14]=[C:13]([C:15]2[CH:20]=[CH:19][CH:18]=[CH:17][CH:16]=2)[N:12]=[CH:11]1)[CH2:7][CH2:8][CH3:9].[I:21]I.[NH4+].[Cl-], predict the reaction product. The product is: [CH2:6]([N:10]1[CH:14]=[C:13]([C:15]2[CH:20]=[CH:19][CH:18]=[CH:17][CH:16]=2)[N:12]=[C:11]1[I:21])[CH2:7][CH2:8][CH3:9]. (2) The product is: [NH2:24][C:16]([CH2:15][CH2:14][C:11]1[CH:12]=[CH:13][C:8]([C:5]2[CH:6]=[CH:7][C:2]([Br:1])=[CH:3][C:4]=2[F:28])=[CH:9][CH:10]=1)([CH2:21][OH:20])[CH2:17][OH:18]. Given the reactants [Br:1][C:2]1[CH:7]=[CH:6][C:5]([C:8]2[CH:13]=[CH:12][C:11]([CH2:14][CH2:15][C:16]3([NH:24]C(=O)C)[CH2:21][O:20]C(C)(C)[O:18][CH2:17]3)=[CH:10][CH:9]=2)=[C:4]([F:28])[CH:3]=1.Cl, predict the reaction product.